From a dataset of NCI-60 drug combinations with 297,098 pairs across 59 cell lines. Regression. Given two drug SMILES strings and cell line genomic features, predict the synergy score measuring deviation from expected non-interaction effect. (1) Drug 1: CC1=CC=C(C=C1)C2=CC(=NN2C3=CC=C(C=C3)S(=O)(=O)N)C(F)(F)F. Drug 2: CC1C(C(CC(O1)OC2CC(CC3=C2C(=C4C(=C3O)C(=O)C5=C(C4=O)C(=CC=C5)OC)O)(C(=O)CO)O)N)O.Cl. Cell line: OVCAR3. Synergy scores: CSS=27.2, Synergy_ZIP=2.16, Synergy_Bliss=4.26, Synergy_Loewe=-5.17, Synergy_HSA=2.58. (2) Drug 1: CC1CCC2CC(C(=CC=CC=CC(CC(C(=O)C(C(C(=CC(C(=O)CC(OC(=O)C3CCCCN3C(=O)C(=O)C1(O2)O)C(C)CC4CCC(C(C4)OC)O)C)C)O)OC)C)C)C)OC. Drug 2: CCN(CC)CCCC(C)NC1=C2C=C(C=CC2=NC3=C1C=CC(=C3)Cl)OC. Cell line: OVCAR3. Synergy scores: CSS=28.5, Synergy_ZIP=-4.31, Synergy_Bliss=2.78, Synergy_Loewe=-0.357, Synergy_HSA=1.35.